This data is from Experimentally validated miRNA-target interactions with 360,000+ pairs, plus equal number of negative samples. The task is: Binary Classification. Given a miRNA mature sequence and a target amino acid sequence, predict their likelihood of interaction. (1) The protein sequence of the target gene is MATKARVMYDFAAEPGNNELTVNEGEIITITNPDVGGGWLEGRNIKGERGLVPTDYVEILPSDGKDQFSCGNSVADQAFLDSLSASTAQASSSAASNNHQVGSGNDPWSAWSASKSGNWESSEGWGAQPEGAGAQRNTNTPNNWDTAFGHPQAYQGPATGDDDDWDEDWDGPKSSSYFKDSESADAGGAQRGNSRASSSSMKIPLNKFPGFAKPGTEQYLLAKQLAKPKEKIPIIVGDYGPMWVYPTSTFDCVVADPRKGSKMYGLKSYIEYQLTPTNTNRSVNHRYKHFDWLYERLLVK.... The miRNA is hsa-miR-6866-3p with sequence GAUCCCUUUAUCUGUCCUCUAG. Result: 1 (interaction). (2) The miRNA is mmu-miR-362-3p with sequence AACACACCUGUUCAAGGAUUCA. The protein sequence of the target gene is MDSLAEEFFVSGNPDVEEQTKEETEIIAEKPVTQLDKQKMDISADPEPVNALLEIKKVLNPISALPKGVFPNIEKFIQEDFSFQTMQREVTTHSQTGEEIVPALTLHFLITQLEMALRNIQASNYTAQQINVGYYLTLLFLYGVALTERAKKEDCIEAENKFLVMKMVIQESEICENFMCLVYFGRGLLRCAQKRYNGALLEFYKSLQEIGDTDDNWFEVDPTDDEDLPTTFKDSLNNFIKTTESNIMKETICSYLDCERSCEADILKNTNYKGFFQLMCSKSCCIYFHKICWKKFKNLK.... Result: 1 (interaction).